Dataset: Forward reaction prediction with 1.9M reactions from USPTO patents (1976-2016). Task: Predict the product of the given reaction. (1) Given the reactants Br[C:2]1[CH:3]=[CH:4][C:5]2[S:9](=[O:11])(=[O:10])[N:8]([CH2:12][CH:13]([O:18][CH3:19])[C:14]([NH:16][CH3:17])=[O:15])[CH:7]([CH3:20])[C:6]=2[CH:21]=1.[F:22][C:23]1[CH:31]=[C:30]2[C:26]([C:27](B3OC(C)(C)C(C)(C)O3)=[CH:28][N:29]2[C:32]([O:34][C:35]([CH3:38])([CH3:37])[CH3:36])=[O:33])=[CH:25][CH:24]=1.[O-]P([O-])([O-])=O.[K+].[K+].[K+], predict the reaction product. The product is: [F:22][C:23]1[CH:31]=[C:30]2[C:26]([C:27]([C:2]3[CH:3]=[CH:4][C:5]4[S:9](=[O:11])(=[O:10])[N:8]([CH2:12][CH:13]([O:18][CH3:19])[C:14]([NH:16][CH3:17])=[O:15])[CH:7]([CH3:20])[C:6]=4[CH:21]=3)=[CH:28][N:29]2[C:32]([O:34][C:35]([CH3:38])([CH3:37])[CH3:36])=[O:33])=[CH:25][CH:24]=1. (2) Given the reactants [NH2:1][C:2]1[S:3]/[C:4](=[CH:8]\[C:9]2[CH:14]=[C:13]([O:15][CH3:16])[C:12]([OH:17])=[C:11]([Cl:18])[CH:10]=2)/[C:5](=[O:7])[N:6]=1.Br[CH2:20][C:21]([C:23]1[CH:28]=[CH:27][CH:26]=[CH:25][C:24]=1[O:29][CH2:30][CH2:31][O:32][CH2:33][CH2:34][O:35][CH2:36][CH2:37][F:38])=O, predict the reaction product. The product is: [Cl:18][C:11]1[CH:10]=[C:9](/[CH:8]=[C:4]2/[C:5](=[O:7])[N:6]3[CH:20]=[C:21]([C:23]4[CH:28]=[CH:27][CH:26]=[CH:25][C:24]=4[O:29][CH2:30][CH2:31][O:32][CH2:33][CH2:34][O:35][CH2:36][CH2:37][F:38])[N:1]=[C:2]3[S:3]/2)[CH:14]=[C:13]([O:15][CH3:16])[C:12]=1[OH:17]. (3) Given the reactants [F:1][C:2]1[C:7]2[N:8]=[N:9][S:10][C:6]=2[CH:5]=[C:4]2[NH:11][C:12](=[O:22])[N:13]([C:14]3[CH:19]=[CH:18][C:17]([Br:20])=[CH:16][C:15]=3[Cl:21])[C:3]=12.C(N(CC)CC)C.[CH2:30]([C:33]1([S:36](Cl)(=[O:38])=[O:37])[CH2:35][CH2:34]1)[CH:31]=[CH2:32], predict the reaction product. The product is: [CH2:30]([C:33]1([S:36]([N:11]2[C:4]3=[CH:5][C:6]4[S:10][N:9]=[N:8][C:7]=4[C:2]([F:1])=[C:3]3[N:13]([C:14]3[CH:19]=[CH:18][C:17]([Br:20])=[CH:16][C:15]=3[Cl:21])[C:12]2=[O:22])(=[O:38])=[O:37])[CH2:35][CH2:34]1)[CH:31]=[CH2:32].